This data is from Catalyst prediction with 721,799 reactions and 888 catalyst types from USPTO. The task is: Predict which catalyst facilitates the given reaction. Reactant: [F:1][C:2]1[C:3]([NH:21][CH:22]2[CH2:27][CH2:26][CH2:25][N:24](C(OC(C)(C)C)=O)[CH2:23]2)=[N:4][C:5]([NH:8][C:9]2[CH:10]=[N:11][C:12]([N:15]3[CH2:20][CH2:19][O:18][CH2:17][CH2:16]3)=[CH:13][CH:14]=2)=[N:6][CH:7]=1. Product: [F:1][C:2]1[C:3]([NH:21][CH:22]2[CH2:27][CH2:26][CH2:25][NH:24][CH2:23]2)=[N:4][C:5]([NH:8][C:9]2[CH:10]=[N:11][C:12]([N:15]3[CH2:20][CH2:19][O:18][CH2:17][CH2:16]3)=[CH:13][CH:14]=2)=[N:6][CH:7]=1. The catalyst class is: 209.